From a dataset of Catalyst prediction with 721,799 reactions and 888 catalyst types from USPTO. Predict which catalyst facilitates the given reaction. (1) Reactant: [OH:1][C:2]1[CH:7]=[C:6](O)[CH:5]=[CH:4][N:3]=1.O.[NH2:10][NH2:11]. Product: [NH:10]([C:6]1[CH:5]=[CH:4][NH:3][C:2](=[O:1])[CH:7]=1)[NH2:11]. The catalyst class is: 141. (2) Reactant: [C:1]([N:5]([NH:12][C:13]1[C:18]([F:19])=[CH:17][N:16]=[C:15]([C:20]2[C:28]3[C:23](=[N:24][CH:25]=[C:26]([C:29]([F:32])([F:31])[F:30])[CH:27]=3)[NH:22][CH:21]=2)[N:14]=1)[CH2:6][C:7]([O:9]CC)=[O:8])([CH3:4])([CH3:3])[CH3:2].O.[OH-].[Li+]. Product: [C:1]([N:5]([CH2:6][C:7]([OH:9])=[O:8])[NH:12][C:13]1[C:18]([F:19])=[CH:17][N:16]=[C:15]([C:20]2[C:28]3[C:23](=[N:24][CH:25]=[C:26]([C:29]([F:32])([F:30])[F:31])[CH:27]=3)[NH:22][CH:21]=2)[N:14]=1)([CH3:4])([CH3:2])[CH3:3]. The catalyst class is: 20. (3) Reactant: Cl[C:2]1[N:7]=[CH:6][N:5]=[C:4]([NH:8][C:9]2[CH:14]=[CH:13][C:12]([P:15]([CH3:18])([CH3:17])=[O:16])=[CH:11][CH:10]=2)[N:3]=1.C(N(CC)CC)C.[NH2:26][N:27]1[CH2:32][CH2:31][N:30]([CH3:33])[CH2:29][CH2:28]1. Product: [CH3:17][P:15]([C:12]1[CH:13]=[CH:14][C:9]([NH:8][C:4]2[N:3]=[C:2]([NH:26][N:27]3[CH2:32][CH2:31][N:30]([CH3:33])[CH2:29][CH2:28]3)[N:7]=[CH:6][N:5]=2)=[CH:10][CH:11]=1)([CH3:18])=[O:16]. The catalyst class is: 8. (4) Reactant: [CH2:1]([C:3]1[CH:8]=[C:7]([C:9]([O:11][CH3:12])=[O:10])[CH:6]=[CH:5][N+:4]=1[O-])[CH3:2].[CH3:14][N:15](C)C(Cl)=O.C(N(CC)CC)C.C[Si](C#N)(C)C. Product: [C:14]([C:5]1[CH:6]=[C:7]([CH:8]=[C:3]([CH2:1][CH3:2])[N:4]=1)[C:9]([O:11][CH3:12])=[O:10])#[N:15]. The catalyst class is: 10. (5) Reactant: [Cl:1][C:2]1[N:7]=[C:6]([CH3:8])[N:5]=[C:4]([NH:9][CH:10]2[CH2:15][CH2:14][O:13][CH2:12][CH2:11]2)[C:3]=1[NH2:16].[Cl:17][C:18]1[CH:26]=[CH:25][CH:24]=[CH:23][C:19]=1[C:20](Cl)=[O:21]. Product: [Cl:17][C:18]1[CH:26]=[CH:25][CH:24]=[CH:23][C:19]=1[C:20]([NH:16][C:3]1[C:2]([Cl:1])=[N:7][C:6]([CH3:8])=[N:5][C:4]=1[NH:9][CH:10]1[CH2:15][CH2:14][O:13][CH2:12][CH2:11]1)=[O:21]. The catalyst class is: 44. (6) Reactant: [F:1][C@@H:2]([C:16]1[CH:21]=[CH:20][CH:19]=[CH:18][CH:17]=1)[C@H:3]([NH:8][C:9](=[O:15])[O:10][C:11]([CH3:14])([CH3:13])[CH3:12])[CH:4]([OH:7])[CH2:5][OH:6].O([Si:30]([C:33]([CH3:36])([CH3:35])[CH3:34])([CH3:32])[CH3:31])S(C(F)(F)F)(=O)=O.C(=O)(O)[O-].[Na+]. Product: [Si:30]([O:7][CH:4]([CH2:5][O:6][Si:30]([C:33]([CH3:36])([CH3:35])[CH3:34])([CH3:32])[CH3:31])[CH:3]([NH:8][C:9](=[O:15])[O:10][C:11]([CH3:14])([CH3:13])[CH3:12])[C@H:2]([F:1])[C:16]1[CH:17]=[CH:18][CH:19]=[CH:20][CH:21]=1)([C:33]([CH3:36])([CH3:35])[CH3:34])([CH3:32])[CH3:31]. The catalyst class is: 2. (7) Reactant: [CH:1]1([C:4]2[CH:9]=[C:8]([O:10][CH3:11])[CH:7]=[C:6]([O:12][CH3:13])[CH:5]=2)[CH2:3][CH2:2]1.CN(CCN(C)C)C.C([Li])CCC.[B:27](OC)([O:30]C)[O:28]C.[Cl-].[NH4+]. Product: [CH:1]1([C:4]2[CH:5]=[C:6]([O:12][CH3:13])[C:7]([B:27]([OH:30])[OH:28])=[C:8]([O:10][CH3:11])[CH:9]=2)[CH2:3][CH2:2]1. The catalyst class is: 7.